Dataset: Catalyst prediction with 721,799 reactions and 888 catalyst types from USPTO. Task: Predict which catalyst facilitates the given reaction. (1) Reactant: [C:1]([C:3]1[C:11]2[CH:10]=[N:9][CH:8]=[N:7][C:6]=2[NH:5][CH:4]=1)#[CH:2]. Product: [CH2:1]([C:3]1[C:11]2[CH:10]=[N:9][CH:8]=[N:7][C:6]=2[NH:5][CH:4]=1)[CH3:2]. The catalyst class is: 421. (2) Reactant: [NH2:1][CH2:2][CH2:3][CH2:4][CH2:5][CH:6]([N:10]([CH2:15][C:16]([OH:18])=[O:17])[CH2:11][C:12]([OH:14])=[O:13])[C:7]([OH:9])=[O:8].C([O-])(O)=O.[Na+].[N+](C1C=CC([CH:33]=[C:34]([CH3:38])[C:35]([O-])=[O:36])=CC=1)([O-])=O.Cl. Product: [C:35]([NH:1][CH2:2][CH2:3][CH2:4][CH2:5][CH:6]([N:10]([CH2:15][C:16]([OH:18])=[O:17])[CH2:11][C:12]([OH:14])=[O:13])[C:7]([OH:9])=[O:8])(=[O:36])[C:34]([CH3:38])=[CH2:33]. The catalyst class is: 145. (3) Product: [CH3:22][C@@H:10]1[CH2:9][NH:8][C@@H:13]([CH3:14])[CH2:12][N:11]1[C:15]([O:17][C:18]([CH3:20])([CH3:19])[CH3:21])=[O:16]. Reactant: C([N:8]1[C@@H:13]([CH3:14])[CH2:12][N:11]([C:15]([O:17][C:18]([CH3:21])([CH3:20])[CH3:19])=[O:16])[C@H:10]([CH3:22])[CH2:9]1)C1C=CC=CC=1.C(O)=O. The catalyst class is: 129. (4) Reactant: [CH3:1][C:2]1[CH:7]=[CH:6][C:5]([CH2:8][C:9]([OH:11])=[O:10])=[CH:4][CH:3]=1.[BrH:12].BrBr. Product: [Br:12][CH2:1][C:2]1[CH:3]=[CH:4][C:5]([CH2:8][C:9]([OH:11])=[O:10])=[CH:6][CH:7]=1. The catalyst class is: 717. (5) Reactant: C([O:3][C:4]([C:6]1[N:7]=[N:8][N:9]([CH3:18])[C:10]=1[C:11]1[CH:16]=[CH:15][C:14]([Br:17])=[CH:13][CH:12]=1)=[O:5])C.[OH-].[Li+]. Product: [Br:17][C:14]1[CH:15]=[CH:16][C:11]([C:10]2[N:9]([CH3:18])[N:8]=[N:7][C:6]=2[C:4]([OH:5])=[O:3])=[CH:12][CH:13]=1. The catalyst class is: 1. (6) Reactant: [Cl:1][C:2]1[CH:7]=[CH:6][CH:5]=[CH:4][C:3]=1[CH:8]([O:10][C:11]1[CH:15]=[C:14]([N:16]2[C:20]3[CH:21]=[N:22][CH:23]=[CH:24][C:19]=3[N:18]=[CH:17]2)[S:13][C:12]=1[C:25]([O:27]C)=O)[CH3:9].[NH3:29]. Product: [Cl:1][C:2]1[CH:7]=[CH:6][CH:5]=[CH:4][C:3]=1[CH:8]([O:10][C:11]1[CH:15]=[C:14]([N:16]2[C:20]3[CH:21]=[N:22][CH:23]=[CH:24][C:19]=3[N:18]=[CH:17]2)[S:13][C:12]=1[C:25]([NH2:29])=[O:27])[CH3:9]. The catalyst class is: 5.